Task: Predict which catalyst facilitates the given reaction.. Dataset: Catalyst prediction with 721,799 reactions and 888 catalyst types from USPTO (1) Reactant: [F:1][C:2]([F:7])([F:6])[CH:3]([OH:5])[CH3:4].[Br:8][C:9]1[CH:18]=[CH:17][CH:16]=[C:15]2[C:10]=1[N:11]=[C:12](Cl)[C:13]([CH3:19])=[N:14]2.[H-].[Na+]. Product: [Br:8][C:9]1[CH:18]=[CH:17][CH:16]=[C:15]2[C:10]=1[N:11]=[C:12]([O:5][CH:3]([CH3:4])[C:2]([F:7])([F:6])[F:1])[C:13]([CH3:19])=[N:14]2. The catalyst class is: 118. (2) Reactant: [CH:1]1[C:13]2[CH:12]([CH2:14][O:15][C:16]([NH:18][C@H:19]([C:35]([OH:37])=[O:36])[CH2:20][CH2:21][CH2:22][CH2:23][NH:24]C(OCC3C=CC=CC=3)=O)=[O:17])[C:11]3[C:6](=[CH:7][CH:8]=[CH:9][CH:10]=3)[C:5]=2[CH:4]=[CH:3][CH:2]=1. Product: [CH:10]1[C:11]2[CH:12]([CH2:14][O:15][C:16]([NH:18][C@H:19]([C:35]([OH:37])=[O:36])[CH2:20][CH2:21][CH2:22][CH2:23][NH2:24])=[O:17])[C:13]3[C:5](=[CH:4][CH:3]=[CH:2][CH:1]=3)[C:6]=2[CH:7]=[CH:8][CH:9]=1. The catalyst class is: 137. (3) Reactant: [CH2:1]([NH:8][CH2:9][CH2:10][OH:11])[C:2]1[CH:7]=[CH:6][CH:5]=[CH:4][CH:3]=1.C(=O)([O-])[O-].[K+].[K+].[C:18]([O:22][C:23](=[O:26])[CH2:24]Br)([CH3:21])([CH3:20])[CH3:19]. Product: [CH2:1]([N:8]([CH2:9][CH2:10][OH:11])[CH2:24][C:23]([O:22][C:18]([CH3:21])([CH3:20])[CH3:19])=[O:26])[C:2]1[CH:7]=[CH:6][CH:5]=[CH:4][CH:3]=1. The catalyst class is: 496. (4) Reactant: [H-].[Na+].[Br:3][C:4]1[CH:9]=[CH:8][C:7]([CH2:10][CH:11]([NH:29][C:30](=[O:39])[O:31][CH2:32][C:33]2[CH:38]=[CH:37][CH:36]=[CH:35][CH:34]=2)[C:12]2[N:13]([S:23]([N:26]([CH3:28])[CH3:27])(=[O:25])=[O:24])[CH:14]=[C:15]([CH2:17][C:18]([CH3:22])([CH3:21])[CH2:19][CH3:20])[N:16]=2)=[CH:6][CH:5]=1.[CH3:40]I. Product: [Br:3][C:4]1[CH:9]=[CH:8][C:7]([CH2:10][CH:11]([N:29]([CH3:40])[C:30](=[O:39])[O:31][CH2:32][C:33]2[CH:34]=[CH:35][CH:36]=[CH:37][CH:38]=2)[C:12]2[N:13]([S:23]([N:26]([CH3:28])[CH3:27])(=[O:24])=[O:25])[CH:14]=[C:15]([CH2:17][C:18]([CH3:22])([CH3:21])[CH2:19][CH3:20])[N:16]=2)=[CH:6][CH:5]=1. The catalyst class is: 7. (5) Reactant: O[CH:2]=[C:3]1[C:11]2[C:6](=[CH:7][C:8]([C:12]([C:14]3[CH:19]=[CH:18][C:17]([NH:20][C:21]([C:23]4[N:24]([C:29]([CH3:32])([CH3:31])[CH3:30])[N:25]=[C:26]([CH3:28])[CH:27]=4)=[O:22])=[CH:16][CH:15]=3)=[O:13])=[CH:9][CH:10]=2)[NH:5][C:4]1=[O:33].[NH2:34][C:35]1[CH:36]=[C:37]([OH:41])[CH:38]=[CH:39][CH:40]=1. Product: [OH:41][C:37]1[CH:36]=[C:35]([NH:34][CH:2]=[C:3]2[C:11]3[C:6](=[CH:7][C:8]([C:12]([C:14]4[CH:15]=[CH:16][C:17]([NH:20][C:21]([C:23]5[N:24]([C:29]([CH3:31])([CH3:30])[CH3:32])[N:25]=[C:26]([CH3:28])[CH:27]=5)=[O:22])=[CH:18][CH:19]=4)=[O:13])=[CH:9][CH:10]=3)[NH:5][C:4]2=[O:33])[CH:40]=[CH:39][CH:38]=1. The catalyst class is: 1. (6) Reactant: Br[CH:2]([CH3:12])[C:3]([C:5]1[CH:10]=[CH:9][CH:8]=[C:7]([Cl:11])[CH:6]=1)=[O:4].[NH2:13][C:14]([CH3:18])([CH3:17])[CH2:15][OH:16]. Product: [Cl:11][C:7]1[CH:6]=[C:5]([C@@:3]2([OH:4])[O:16][CH2:15][C:14]([CH3:18])([CH3:17])[NH:13][C@@H:2]2[CH3:12])[CH:10]=[CH:9][CH:8]=1. The catalyst class is: 5. (7) Reactant: Br[C:2]1[CH:7]=[C:6]([CH2:8][CH3:9])[CH:5]=[CH:4][C:3]=1[OH:10].[S:11]1[CH:15]=[CH:14][CH:13]=[C:12]1B(O)O.C(=O)([O-])[O-].[Na+].[Na+]. Product: [CH2:8]([C:6]1[CH:5]=[CH:4][C:3]([OH:10])=[C:2]([C:12]2[S:11][CH:15]=[CH:14][CH:13]=2)[CH:7]=1)[CH3:9]. The catalyst class is: 762.